Dataset: Forward reaction prediction with 1.9M reactions from USPTO patents (1976-2016). Task: Predict the product of the given reaction. (1) Given the reactants [CH:1]1([CH:4]([C:17]2[CH:22]=[CH:21][C:20]([F:23])=[CH:19][C:18]=2[F:24])[C:5]2[C:13]3[C:8](=[C:9]([CH2:14][S:15][CH3:16])[CH:10]=[CH:11][CH:12]=3)[NH:7][CH:6]=2)[CH2:3][CH2:2]1.ClC1C=CC(C(C2CC2)C2C3C(=C(CS(C)=[O:44])C=CC=3)NC=2)=CC=1, predict the reaction product. The product is: [CH:1]1([CH:4]([C:17]2[CH:22]=[CH:21][C:20]([F:23])=[CH:19][C:18]=2[F:24])[C:5]2[C:13]3[C:8](=[C:9]([CH2:14][S:15]([CH3:16])=[O:44])[CH:10]=[CH:11][CH:12]=3)[NH:7][CH:6]=2)[CH2:2][CH2:3]1. (2) Given the reactants [NH2:1][CH:2]([C:19]1[CH:24]=[CH:23][C:22]([Cl:25])=[CH:21][CH:20]=1)[C:3]1[N:7]([CH:8]([CH3:10])[CH3:9])[C:6]([CH:11]2[CH2:15][CH2:14][O:13][CH2:12]2)=[N:5][C:4]=1[C:16](O)=[O:17], predict the reaction product. The product is: [Cl:25][C:22]1[CH:21]=[CH:20][C:19]([CH:2]2[C:3]3[N:7]([CH:8]([CH3:10])[CH3:9])[C:6]([CH:11]4[CH2:15][CH2:14][O:13][CH2:12]4)=[N:5][C:4]=3[C:16](=[O:17])[NH:1]2)=[CH:24][CH:23]=1. (3) Given the reactants [O:1]1[CH2:5][CH2:4][CH:3]([OH:6])[CH2:2]1.[H-].[Na+].F[C:10]1[CH:19]=[C:18]2[C:13]([CH:14]=[N:15][C:16]([NH:20][C@H:21]3[CH2:26][CH2:25][C@H:24](O)[CH2:23][CH2:22]3)=[N:17]2)=[CH:12][CH:11]=1.C1C[O:31]CC1, predict the reaction product. The product is: [O:1]1[CH2:5][CH2:4][CH:3]([O:6][C:10]2[CH:19]=[C:18]3[C:13]([CH:14]=[N:15][C:16]([NH:20][C:21]4([OH:31])[CH2:26][CH2:25][CH2:24][CH2:23][CH2:22]4)=[N:17]3)=[CH:12][CH:11]=2)[CH2:2]1. (4) Given the reactants [CH3:1][O:2][C:3]([CH2:5][C@@H:6]([CH2:26][CH:27]([CH3:29])[CH3:28])[C:7]([NH:9][CH:10]([C:14]1[CH:19]=[CH:18][C:17]([C:20]2[CH:25]=[CH:24][CH:23]=[CH:22][CH:21]=2)=[CH:16][CH:15]=1)[C:11](O)=[O:12])=[O:8])=[O:4].C[C:31]1[C:38]([CH3:39])=[CH:37][CH:36]=[CH:35][C:32]=1[CH2:33][NH2:34].[CH3:40]CN=C=NCCCN(C)C.Cl.C1C=CC2N(O)N=NC=2C=1.CCN(C(C)C)C(C)C, predict the reaction product. The product is: [CH3:39][C:38]1[CH:31]=[C:32]([CH2:33][NH:34][C:11]([CH:10]([C:14]2[CH:19]=[CH:18][C:17]([C:20]3[CH:25]=[CH:24][CH:23]=[CH:22][CH:21]=3)=[CH:16][CH:15]=2)[NH:9][C:7]([C@H:6]([CH2:26][CH:27]([CH3:29])[CH3:28])[CH2:5][C:3]([O:2][CH3:1])=[O:4])=[O:8])=[O:12])[CH:35]=[CH:36][C:37]=1[CH3:40]. (5) Given the reactants [CH3:1][S:2]([C:5]1[CH:10]=[CH:9][C:8]([C:11]2[N:19]3[C:14]([CH:15]=[N:16][C:17](O)=[N:18]3)=[CH:13][CH:12]=2)=[CH:7][CH:6]=1)(=[O:4])=[O:3].[N:21]1[CH:26]=[CH:25][CH:24]=[C:23]([C:27]2[CH:32]=[CH:31][C:30]([NH2:33])=[CH:29][CH:28]=2)[CH:22]=1, predict the reaction product. The product is: [CH3:1][S:2]([C:5]1[CH:10]=[CH:9][C:8]([C:11]2[N:19]3[C:14]([CH:15]=[N:16][C:17]([NH:33][C:30]4[CH:29]=[CH:28][C:27]([C:23]5[CH:22]=[N:21][CH:26]=[CH:25][CH:24]=5)=[CH:32][CH:31]=4)=[N:18]3)=[CH:13][CH:12]=2)=[CH:7][CH:6]=1)(=[O:4])=[O:3]. (6) The product is: [CH3:5][N:4]([CH3:6])[CH2:3][CH2:2][N:28]1[C:29]2=[N:35][N:34]([CH2:36][C:37]3[C:46]4[C:41](=[CH:42][CH:43]=[CH:44][CH:45]=4)[CH:40]=[CH:39][CH:38]=3)[C:33]([C:47]3[CH:52]=[CH:51][N:50]=[CH:49][CH:48]=3)=[C:30]2[C:31](=[O:32])[N:26]([CH3:25])[C:27]1=[O:53]. Given the reactants Cl[CH2:2][CH2:3][N:4]([CH3:6])[CH3:5].C(N(CC)CC)C.C1CCN2C(=NCCC2)CC1.[CH3:25][N:26]1[C:31](=[O:32])[C:30]2=[C:33]([C:47]3[CH:52]=[CH:51][N:50]=[CH:49][CH:48]=3)[N:34]([CH2:36][C:37]3[C:46]4[C:41](=[CH:42][CH:43]=[CH:44][CH:45]=4)[CH:40]=[CH:39][CH:38]=3)[N:35]=[C:29]2[NH:28][C:27]1=[O:53], predict the reaction product. (7) Given the reactants [CH3:1][C:2]1[N:3](C(OCC(C)C)=O)[C:4]2[C:5]([N:21]=1)=[N:6][CH:7]=[C:8]([C:10]1[CH:11]=[CH:12][C:13]3[O:19][CH2:18][CH2:17][NH:16][CH2:15][C:14]=3[CH:20]=1)[CH:9]=2.Cl[C:30]1[C:35]([CH3:36])=[C:34]([CH2:37][CH3:38])[N:33]=[C:32]([CH2:39][N:40]([CH3:42])[CH3:41])[N:31]=1, predict the reaction product. The product is: [CH2:37]([C:34]1[C:35]([CH3:36])=[C:30]([N:16]2[CH2:15][C:14]3[CH:20]=[C:10]([C:8]4[CH:9]=[C:4]5[N:3]=[C:2]([CH3:1])[NH:21][C:5]5=[N:6][CH:7]=4)[CH:11]=[CH:12][C:13]=3[O:19][CH2:18][CH2:17]2)[N:31]=[C:32]([CH2:39][N:40]([CH3:42])[CH3:41])[N:33]=1)[CH3:38].